This data is from Forward reaction prediction with 1.9M reactions from USPTO patents (1976-2016). The task is: Predict the product of the given reaction. (1) Given the reactants [NH:1]1[CH2:6][CH2:5][CH:4]([C:7]2[C:12](=[O:13])[NH:11][C:10]3[CH:14]=[CH:15][NH:16][C:9]=3[CH:8]=2)[CH2:3][CH2:2]1.[Cl:17][C:18]1[CH:19]=[C:20]2[CH2:31][C@@H:30]([CH2:32][C:33](O)=[O:34])[C:29](=[O:36])[N:28]([CH2:37][C:38]([CH3:41])([CH3:40])[CH3:39])[CH2:27][C:21]2=[C:22]2[C:26]=1[NH:25][CH:24]=[CH:23]2.C(Cl)CCl.C1C=CC2N(O)N=NC=2C=1.C(N(C(C)C)CC)(C)C, predict the reaction product. The product is: [Cl:17][C:18]1[CH:19]=[C:20]2[CH2:31][C@@H:30]([CH2:32][C:33](=[O:34])[N:1]3[CH2:2][CH2:3][CH:4]([C:7]4[C:12](=[O:13])[NH:11][C:10]5[CH:14]=[CH:15][NH:16][C:9]=5[CH:8]=4)[CH2:5][CH2:6]3)[C:29](=[O:36])[N:28]([CH2:37][C:38]([CH3:41])([CH3:40])[CH3:39])[CH2:27][C:21]2=[C:22]2[C:26]=1[NH:25][CH:24]=[CH:23]2. (2) Given the reactants [CH3:1][O:2][C:3]1[CH:4]=[CH:5][C:6]2[S:10][C:9](C(O)=O)=[N:8][C:7]=2[C:14]=1[N+:15]([O-:17])=[O:16], predict the reaction product. The product is: [CH3:1][O:2][C:3]1[CH:4]=[CH:5][C:6]2[S:10][CH:9]=[N:8][C:7]=2[C:14]=1[N+:15]([O-:17])=[O:16]. (3) Given the reactants [CH:1]1[CH:2]=[CH:3][C:4]2[O:12]C(=O)[NH:9][C:7](=[O:8])[C:5]=2[CH:6]=1.O[CH2:14][CH2:15][CH2:16][CH2:17][CH2:18][CH2:19][N:20]1[CH2:25][CH2:24][O:23][CH2:22][CH2:21]1.C1(P(C2C=CC=CC=2)C2C=CC=CC=2)C=CC=CC=1.N(C(OC(C)C)=O)=NC(OC(C)C)=O.[OH-].[Na+], predict the reaction product. The product is: [N:20]1([CH2:19][CH2:18][CH2:17][CH2:16][CH2:15][CH2:14][C:2]2[CH:3]=[C:4]([OH:12])[C:5](=[CH:6][CH:1]=2)[C:7]([NH2:9])=[O:8])[CH2:21][CH2:22][O:23][CH2:24][CH2:25]1. (4) Given the reactants Cl[C:2]1[N:10]=[CH:9][N:8]=[C:7]2[C:3]=1[N:4]=[CH:5][N:6]2[C@@H:11]1[O:17][C@H:16]([CH2:18][OH:19])[C@@H:14]([OH:15])[C@H:12]1[OH:13].[CH3:20][NH:21][CH2:22][C:23]#[CH:24], predict the reaction product. The product is: [CH3:20][N:21]([CH2:22][C:23]#[CH:24])[C:2]1[N:10]=[CH:9][N:8]=[C:7]2[C:3]=1[N:4]=[CH:5][N:6]2[C@@H:11]1[O:17][C@H:16]([CH2:18][OH:19])[C@@H:14]([OH:15])[C@H:12]1[OH:13]. (5) Given the reactants C([N:8]1[C:17]2[C:12](=[CH:13][C:14]([C:18]([F:21])([F:20])[F:19])=[CH:15][CH:16]=2)[NH:11][CH2:10][C@@H:9]1[CH2:22][CH3:23])C1C=CC=CC=1, predict the reaction product. The product is: [CH2:22]([C@H:9]1[CH2:10][NH:11][C:12]2[C:17](=[CH:16][CH:15]=[C:14]([C:18]([F:21])([F:20])[F:19])[CH:13]=2)[NH:8]1)[CH3:23]. (6) The product is: [CH3:52][Sn:53]([CH3:55])([CH3:54])[C:22]1[S:21][C:20]2[C:24]([O:32][CH2:33][CH2:34][CH2:35][CH2:36][CH2:37][CH2:38][CH2:39][CH2:40][CH2:41][CH2:42][CH2:43][CH2:44][CH2:45][CH3:46])=[C:25]3[C:17](=[CH:18][C:19]=2[CH:23]=1)[C:16]([O:15][CH2:1][CH2:2][CH2:3][CH2:4][CH2:5][CH2:6][CH2:7][CH2:8][CH2:9][CH2:10][CH2:11][CH2:12][CH2:13][CH3:14])=[C:28]1[S:29][C:30]([Sn:53]([CH3:55])([CH3:54])[CH3:52])=[CH:31][C:27]1=[CH:26]3. Given the reactants [CH2:1]([O:15][C:16]1[C:17]2[C:25]([CH:26]=[C:27]3[CH:31]=[CH:30][S:29][C:28]=13)=[C:24]([O:32][CH2:33][CH2:34][CH2:35][CH2:36][CH2:37][CH2:38][CH2:39][CH2:40][CH2:41][CH2:42][CH2:43][CH2:44][CH2:45][CH3:46])[C:20]1[S:21][CH:22]=[CH:23][C:19]=1[CH:18]=2)[CH2:2][CH2:3][CH2:4][CH2:5][CH2:6][CH2:7][CH2:8][CH2:9][CH2:10][CH2:11][CH2:12][CH2:13][CH3:14].C([Li])CCC.[CH3:52][Sn:53](Cl)([CH3:55])[CH3:54].O, predict the reaction product. (7) Given the reactants C(OC(=O)[NH:7][C@H:8]1[CH2:13][CH2:12][C@H:11]([CH2:14][N:15]2[CH2:19][CH2:18][CH2:17][CH2:16]2)[CH2:10][CH2:9]1)(C)(C)C.[ClH:21].O, predict the reaction product. The product is: [ClH:21].[ClH:21].[N:15]1([CH2:14][C@H:11]2[CH2:10][CH2:9][C@H:8]([NH2:7])[CH2:13][CH2:12]2)[CH2:19][CH2:18][CH2:17][CH2:16]1. (8) Given the reactants O=C1N2C=CC3C(=O)C([C:21]4[CH:22]=[CH:23][C:24]([C:27]5([NH:31][S:32]([C:34]([CH3:37])([CH3:36])[CH3:35])=[O:33])[CH2:30][CH2:29][CH2:28]5)=[N:25][CH:26]=4)=C(C4C=CC=CC=4)OC=3C2=NN1COCC[Si](C)(C)C.I[C:48]1[C:49](=[O:68])[C:50]2[C:55]([O:56][C:57]=1[C:58]1[CH:63]=[CH:62][CH:61]=[CH:60][CH:59]=1)=[C:54]1[N:64]([CH3:67])[N:65]=[CH:66][C:53]1=[CH:52][CH:51]=2, predict the reaction product. The product is: [CH3:67][N:64]1[C:54]2=[C:55]3[C:50](=[CH:51][CH:52]=[C:53]2[CH:66]=[N:65]1)[C:49](=[O:68])[C:48]([C:21]1[CH:22]=[CH:23][C:24]([C:27]2([NH:31][S:32]([C:34]([CH3:37])([CH3:36])[CH3:35])=[O:33])[CH2:30][CH2:29][CH2:28]2)=[N:25][CH:26]=1)=[C:57]([C:58]1[CH:63]=[CH:62][CH:61]=[CH:60][CH:59]=1)[O:56]3. (9) The product is: [Br:8][C:9]1[CH:10]=[CH:11][C:12]([Cl:27])=[C:13]([CH2:15][C:17]2[CH:22]=[CH:21][C:20]([CH2:23][CH2:24][CH2:25][Br:26])=[CH:19][CH:18]=2)[CH:14]=1. Given the reactants [SiH](CC)(CC)CC.[Br:8][C:9]1[CH:10]=[CH:11][C:12]([Cl:27])=[C:13]([C:15]([C:17]2[CH:22]=[CH:21][C:20]([CH2:23][CH2:24][CH2:25][Br:26])=[CH:19][CH:18]=2)=O)[CH:14]=1.C(S(O)(=O)=O)(F)(F)F, predict the reaction product.